From a dataset of Forward reaction prediction with 1.9M reactions from USPTO patents (1976-2016). Predict the product of the given reaction. (1) Given the reactants Cl[CH2:2][C:3]([CH3:6])([OH:5])[CH3:4].[C:7]1(=[O:17])[NH:11][C:10](=[O:12])[C:9]2=[CH:13][CH:14]=[CH:15][CH:16]=[C:8]12.[K].[I-].[Na+], predict the reaction product. The product is: [OH:5][C:3]([CH3:6])([CH3:4])[CH2:2][C:9]12[CH:13]=[CH:14][CH:15]=[CH:16][CH:8]1[C:7]([NH:11][C:10]2=[O:12])=[O:17]. (2) Given the reactants [Cl:1][C:2]1[CH:3]=C(C#N)[CH:5]=[C:6]2[C:10]=1[NH:9][N:8]=[CH:7]2.[OH-:13].[K+].[CH2:15]([OH:17])[CH3:16], predict the reaction product. The product is: [Cl:1][C:2]1[CH:3]=[C:16]([C:15]([OH:13])=[O:17])[CH:5]=[C:6]2[C:10]=1[NH:9][N:8]=[CH:7]2. (3) Given the reactants [Cl:1][C:2]1[C:9]([Cl:10])=[C:8]([OH:11])[CH:7]=[CH:6][C:3]=1[CH:4]=[O:5].[F:12][C:13]([F:26])([F:25])[S:14](O[S:14]([C:13]([F:26])([F:25])[F:12])(=[O:16])=[O:15])(=[O:16])=[O:15].Cl.C(OCC)C, predict the reaction product. The product is: [F:12][C:13]([F:26])([F:25])[S:14]([O:11][C:8]1[CH:7]=[CH:6][C:3]([CH:4]=[O:5])=[C:2]([Cl:1])[C:9]=1[Cl:10])(=[O:16])=[O:15]. (4) The product is: [CH2:1]([N:3]1[CH2:7][CH2:6][CH2:5][C@H:4]1[C:8]([OH:10])=[O:9])[CH3:2]. Given the reactants [CH2:1]([N:3]1[CH2:7][CH2:6][CH2:5][C@H:4]1[C:8]([O:10]CC1C=CC=CC=1)=[O:9])[CH3:2], predict the reaction product. (5) Given the reactants [C:1]([O:5][C:6](=[O:35])[N:7]([C:16]1[S:17][C@:18]2([CH2:33][OH:34])[C@H:20]([C@:21]([C:25]3[CH:30]=[CH:29][CH:28]=[C:27]([F:31])[C:26]=3[F:32])([CH2:23][F:24])[N:22]=1)[CH2:19]2)[CH2:8][O:9][CH2:10][CH2:11][Si:12]([CH3:15])([CH3:14])[CH3:13])([CH3:4])([CH3:3])[CH3:2], predict the reaction product. The product is: [C:1]([O:5][C:6](=[O:35])[N:7]([C:16]1[S:17][C@:18]2([CH:33]=[O:34])[C@H:20]([C@:21]([C:25]3[CH:30]=[CH:29][CH:28]=[C:27]([F:31])[C:26]=3[F:32])([CH2:23][F:24])[N:22]=1)[CH2:19]2)[CH2:8][O:9][CH2:10][CH2:11][Si:12]([CH3:15])([CH3:13])[CH3:14])([CH3:4])([CH3:2])[CH3:3]. (6) Given the reactants [C:1]([O:5][C:6](=[O:17])[NH:7][C@H:8]1[CH2:13][CH2:12][CH2:11][C@@H:10]([C:14](=O)[NH2:15])[CH2:9]1)([CH3:4])([CH3:3])[CH3:2].C(N(CC)CC)C.C(OC(C(F)(F)F)=O)(C(F)(F)F)=O, predict the reaction product. The product is: [C:1]([O:5][C:6](=[O:17])[NH:7][C@H:8]1[CH2:13][CH2:12][CH2:11][C@@H:10]([C:14]#[N:15])[CH2:9]1)([CH3:4])([CH3:2])[CH3:3]. (7) Given the reactants CC(OI1(OC(C)=O)(OC(C)=O)OC(=O)C2C=CC=CC1=2)=O.[CH3:23][O:24][C:25](=[O:44])[CH2:26][CH2:27][CH2:28][CH2:29][CH2:30][CH2:31][C:32](=[O:43])[NH:33][CH2:34][CH:35]([OH:42])[C:36]1[CH:41]=[CH:40][CH:39]=[CH:38][CH:37]=1, predict the reaction product. The product is: [CH3:23][O:24][C:25](=[O:44])[CH2:26][CH2:27][CH2:28][CH2:29][CH2:30][CH2:31][C:32](=[O:43])[NH:33][CH2:34][C:35](=[O:42])[C:36]1[CH:41]=[CH:40][CH:39]=[CH:38][CH:37]=1.